This data is from Forward reaction prediction with 1.9M reactions from USPTO patents (1976-2016). The task is: Predict the product of the given reaction. Given the reactants [OH:1][C:2]1[CH:9]=[CH:8][C:7]([CH2:10][C@H:11]2[C@H:19]3[C@@H:15]([N:16]([CH2:21][C:22]4[CH:27]=[CH:26][CH:25]=[C:24]([CH:28]([CH3:30])[CH3:29])[CH:23]=4)[C:17](=[O:20])[O:18]3)[CH2:14][S:13](=[O:32])(=[O:31])[CH2:12]2)=[CH:6][C:3]=1[CH:4]=[O:5], predict the reaction product. The product is: [OH:1][C:2]1[CH:9]=[CH:8][C:7]([CH2:10][C@H:11]2[C@H:19]3[C@@H:15]([N:16]([CH2:21][C:22]4[CH:27]=[CH:26][CH:25]=[C:24]([CH:28]([CH3:30])[CH3:29])[CH:23]=4)[C:17](=[O:20])[O:18]3)[CH2:14][S:13](=[O:32])(=[O:31])[CH2:12]2)=[CH:6][C:3]=1[CH2:4][OH:5].